This data is from Full USPTO retrosynthesis dataset with 1.9M reactions from patents (1976-2016). The task is: Predict the reactants needed to synthesize the given product. (1) Given the product [C:9]1([C@@H:7]2[CH2:8][C@H:6]2[NH:5][CH2:15][CH:16]2[CH2:21][CH2:20][N:19]([CH2:22][CH2:23][CH2:24][C:25]3[CH:26]=[C:27]([CH:32]=[CH:33][CH:34]=3)[C:28]([OH:30])=[O:29])[CH2:18][CH2:17]2)[CH:10]=[CH:11][CH:12]=[CH:13][CH:14]=1, predict the reactants needed to synthesize it. The reactants are: FC(F)(F)C([N:5]([CH2:15][CH:16]1[CH2:21][CH2:20][N:19]([CH2:22][CH2:23][CH2:24][C:25]2[CH:26]=[C:27]([CH:32]=[CH:33][CH:34]=2)[C:28]([O:30]C)=[O:29])[CH2:18][CH2:17]1)[C@@H:6]1[CH2:8][C@H:7]1[C:9]1[CH:14]=[CH:13][CH:12]=[CH:11][CH:10]=1)=O.[OH-].[Na+]. (2) Given the product [C:1]([NH:9][CH2:10][CH2:11][C:12]([O:14][C:15]([CH3:18])([CH3:17])[CH3:16])=[O:13])(=[O:5])[CH2:2][CH2:3][CH3:4], predict the reactants needed to synthesize it. The reactants are: [C:1](Cl)(=[O:5])[CH2:2][CH2:3][CH3:4].Cl.Cl.[NH2:9][CH2:10][CH2:11][C:12]([O:14][C:15]([CH3:18])([CH3:17])[CH3:16])=[O:13].C(N(CC)CC)C.C(=O)([O-])O.[Na+]. (3) Given the product [F:1][C:2]1[CH:3]=[C:4]([CH:34]=[CH:35][CH:36]=1)[O:5][C@@H:6]1[CH2:11][N:10]([C:12]([O:14][CH3:15])=[O:13])[C@H:9]([C:16]([N:18]2[CH2:23][CH2:22][N:21]([C:24]3[CH:25]=[CH:26][CH:27]=[CH:28][CH:29]=3)[CH2:20][CH2:19]2)=[O:17])[C@@H:8]([C:30]([NH:38][OH:37])=[O:32])[CH2:7]1, predict the reactants needed to synthesize it. The reactants are: [F:1][C:2]1[CH:3]=[C:4]([CH:34]=[CH:35][CH:36]=1)[O:5][C@@H:6]1[CH2:11][N:10]([C:12]([O:14][CH3:15])=[O:13])[C@H:9]([C:16]([N:18]2[CH2:23][CH2:22][N:21]([C:24]3[CH:29]=[CH:28][CH:27]=[CH:26][CH:25]=3)[CH2:20][CH2:19]2)=[O:17])[C@@H:8]([C:30]([O:32]C)=O)[CH2:7]1.[OH:37][NH2:38].Cl.C[O-].[Na+]. (4) The reactants are: Br[C:2]1[CH:7]=[CH:6][C:5]([NH:8][C:9]([C:11]2[NH:12][CH:13]=[C:14]([C:16]#[N:17])[N:15]=2)=[O:10])=[C:4]([C:18]2[CH2:23][CH2:22][C:21]([CH3:25])([CH3:24])[CH2:20][CH:19]=2)[CH:3]=1.C([Mg]Cl)(C)C.[Li]C(C)(C)C.[C:36]1(=[O:42])[CH2:41][CH2:40][CH2:39][CH2:38][CH2:37]1. Given the product [CH3:24][C:21]1([CH3:25])[CH2:22][CH2:23][C:18]([C:4]2[CH:3]=[C:2]([C:36]3([OH:42])[CH2:41][CH2:40][CH2:39][CH2:38][CH2:37]3)[CH:7]=[CH:6][C:5]=2[NH:8][C:9]([C:11]2[NH:12][CH:13]=[C:14]([C:16]#[N:17])[N:15]=2)=[O:10])=[CH:19][CH2:20]1, predict the reactants needed to synthesize it. (5) Given the product [NH2:17][C@@H:18]([CH2:19][O:20][CH3:21])[C:22]([N:14]1[CH2:15][CH2:16][N:11]([C:8]2[CH:9]=[CH:10][N:5]3[N:4]=[CH:3][C:2]([Br:1])=[C:6]3[N:7]=2)[CH2:12][CH2:13]1)=[O:23], predict the reactants needed to synthesize it. The reactants are: [Br:1][C:2]1[CH:3]=[N:4][N:5]2[CH:10]=[CH:9][C:8]([N:11]3[CH2:16][CH2:15][NH:14][CH2:13][CH2:12]3)=[N:7][C:6]=12.[NH:17](C(OC(C)(C)C)=O)[C@H:18]([C:22](O)=[O:23])[CH2:19][O:20][CH3:21].CN(C(ON1N=NC2C=CC=NC1=2)=[N+](C)C)C.F[P-](F)(F)(F)(F)F.C(N(CC)CC)C. (6) Given the product [F:8][C:6]1[CH:5]=[C:4]([N:9]2[CH:13]=[C:12]([NH:14][C:26](=[O:27])[CH2:25][C@H:23]3[CH2:22][CH2:21][N:20]4[C:16](=[O:15])[O:17][CH2:18][C@H:19]4[CH2:24]3)[N:11]=[CH:10]2)[CH:3]=[C:2]([F:1])[CH:7]=1, predict the reactants needed to synthesize it. The reactants are: [F:1][C:2]1[CH:3]=[C:4]([N:9]2[CH:13]=[C:12]([NH2:14])[N:11]=[CH:10]2)[CH:5]=[C:6]([F:8])[CH:7]=1.[O:15]=[C:16]1[N:20]2[CH2:21][CH2:22][C@H:23]([CH2:25][C:26](O)=[O:27])[CH2:24][C@@H:19]2[CH2:18][O:17]1. (7) The reactants are: [CH3:1][P:2](=[O:7])([O:5][CH3:6])[O:3][CH3:4].[Li]CCCC.[C:13]([O:17][C:18]([NH:20][C@@H:21]([CH2:26][CH:27]=[CH2:28])[C:22](OC)=[O:23])=[O:19])([CH3:16])([CH3:15])[CH3:14].O. Given the product [CH3:4][O:3][P:2]([CH2:1][C:22](=[O:23])[C@@H:21]([NH:20][C:18](=[O:19])[O:17][C:13]([CH3:15])([CH3:14])[CH3:16])[CH2:26][CH:27]=[CH2:28])([O:5][CH3:6])=[O:7], predict the reactants needed to synthesize it. (8) Given the product [N:20]1([C:18]([C:11]2[C:12]3[C:17](=[CH:16][CH:15]=[CH:14][CH:13]=3)[C:8]([CH2:7][CH2:6][CH:2]3[CH2:3][CH2:4][CH2:5][NH:1]3)=[CH:9][CH:10]=2)=[O:19])[CH2:25][CH2:24][O:23][CH2:22][CH2:21]1, predict the reactants needed to synthesize it. The reactants are: [N:1]1[CH2:5][CH2:4][CH2:3][C:2]=1[CH2:6][CH2:7][C:8]1[C:17]2[C:12](=[CH:13][CH:14]=[CH:15][CH:16]=2)[C:11]([C:18]([N:20]2[CH2:25][CH2:24][O:23][CH2:22][CH2:21]2)=[O:19])=[CH:10][CH:9]=1.C([BH3-])#N.[Na+].Cl.[OH-].[Na+].